From a dataset of Full USPTO retrosynthesis dataset with 1.9M reactions from patents (1976-2016). Predict the reactants needed to synthesize the given product. (1) Given the product [CH:44]1([CH2:43][O:27][C:24]2[CH:23]=[CH:22][CH:21]=[C:20]3[C:25]=2[CH:26]=[C:18]([C:16]([OH:15])=[O:17])[NH:19]3)[CH2:45][CH2:46][CH2:41]1, predict the reactants needed to synthesize it. The reactants are: CCOC(/N=N/C(OCC)=O)=O.C([O:15][C:16]([C:18]1[NH:19][C:20]2[C:25]([CH:26]=1)=[C:24]([OH:27])[CH:23]=[CH:22][CH:21]=2)=[O:17])C.[C:45]1(P([C:41]2[CH:46]=[CH:45][CH:44]=[CH:43]C=2)[C:45]2[CH:46]=[CH:41]C=[CH:43][CH:44]=2)[CH:46]=[CH:41]C=[CH:43][CH:44]=1.C1(CO)CCC1. (2) Given the product [CH3:12][O:11][C:9]([C:4]12[CH2:7][CH2:8][C:1]([C:13]([OH:15])=[O:14])([CH2:6][CH2:5]1)[CH2:2][CH2:3]2)=[O:10], predict the reactants needed to synthesize it. The reactants are: [C:1]12([C:13]([O:15]C)=[O:14])[CH2:8][CH2:7][C:4]([C:9]([O:11][CH3:12])=[O:10])([CH2:5][CH2:6]1)[CH2:3][CH2:2]2.[OH-].[K+]. (3) Given the product [Cl:14][C:15]1[C:23]([C:24]([OH:26])=[O:25])=[CH:22][CH:21]=[C:20]2[C:16]=1[CH:17]=[C:18]([CH3:28])[NH:19]2, predict the reactants needed to synthesize it. The reactants are: ClC1C(C(O)=O)=CC=C2C=1C=CN2.[Cl:14][C:15]1[C:23]([C:24]([O:26]C)=[O:25])=[CH:22][CH:21]=[C:20]2[C:16]=1[CH:17]=[C:18]([CH3:28])[NH:19]2. (4) Given the product [S:1]1[C:5]2[CH:6]=[C:7]([NH:10][C:11]3[CH:16]=[C:15]([NH:17][CH:18]([CH3:20])[CH3:19])[C:14]([C:21]4[O:22][C:23]([NH:26][CH:27]5[CH2:32][CH2:31][N:30]([S:47]([CH3:50])(=[O:49])=[O:48])[CH2:29][CH2:28]5)=[N:24][N:25]=4)=[CH:13][N:12]=3)[CH:8]=[CH:9][C:4]=2[N:3]=[CH:2]1, predict the reactants needed to synthesize it. The reactants are: [S:1]1[C:5]2[CH:6]=[C:7]([NH:10][C:11]3[CH:16]=[C:15]([NH:17][CH:18]([CH3:20])[CH3:19])[C:14]([C:21]4[O:22][C:23]([NH:26][CH:27]5[CH2:32][CH2:31][NH:30][CH2:29][CH2:28]5)=[N:24][N:25]=4)=[CH:13][N:12]=3)[CH:8]=[CH:9][C:4]=2[N:3]=[CH:2]1.C1COCC1.CCN(C(C)C)C(C)C.[S:47](Cl)([CH3:50])(=[O:49])=[O:48]. (5) The reactants are: [CH2:1]([N:3]1[C:12]2[CH:11]=[CH:10][C:9]([CH3:13])=[CH:8][C:7]=2[C:6](=[O:14])[C:5]2[N:15]([CH3:18])[N:16]=[CH:17][C:4]1=2)[CH3:2].CS(OC1C[CH2:28][N:27](C(OC(C)(C)C)=O)[CH2:26][CH2:25]1)(=O)=O.C(=O)([O-])[O-].[K+].[K+]. Given the product [CH3:18][N:15]1[C:5]2[C:6](=[O:14])[C:7]3[CH:8]=[C:9]([CH3:13])[CH:10]=[CH:11][C:12]=3[N:3]([CH:1]3[CH2:25][CH2:26][NH:27][CH2:28][CH2:2]3)[C:4]=2[CH:17]=[N:16]1, predict the reactants needed to synthesize it.